From a dataset of Full USPTO retrosynthesis dataset with 1.9M reactions from patents (1976-2016). Predict the reactants needed to synthesize the given product. (1) The reactants are: [N+:1]([C:4]1[CH:5]=[C:6]([CH:21]=[CH:22][CH:23]=1)[CH2:7][N:8]1[CH2:12][CH2:11][C@@H:10]([NH:13][C:14](=[O:20])[O:15][C:16]([CH3:19])([CH3:18])[CH3:17])[CH2:9]1)([O-])=O.[NH4+].[Cl-]. Given the product [NH2:1][C:4]1[CH:5]=[C:6]([CH:21]=[CH:22][CH:23]=1)[CH2:7][N:8]1[CH2:12][CH2:11][C@@H:10]([NH:13][C:14](=[O:20])[O:15][C:16]([CH3:17])([CH3:18])[CH3:19])[CH2:9]1, predict the reactants needed to synthesize it. (2) Given the product [C:1]([O:5][C:6](=[O:16])[NH:7][CH2:8][C:9]1[CH:14]=[CH:13][CH:12]=[C:11]([NH:15][C:26]([NH2:25])=[S:27])[CH:10]=1)([CH3:4])([CH3:2])[CH3:3], predict the reactants needed to synthesize it. The reactants are: [C:1]([O:5][C:6](=[O:16])[NH:7][CH2:8][C:9]1[CH:14]=[CH:13][CH:12]=[C:11]([NH2:15])[CH:10]=1)([CH3:4])([CH3:3])[CH3:2].C([N:25]=[C:26]=[S:27])(=O)C1C=CC=CC=1.CO.C(=O)([O-])[O-].[K+].[K+]. (3) Given the product [F:1][C:2]1[CH:7]=[CH:6][CH:5]=[C:4]([F:8])[C:3]=1[N:9]1[C:17]2[CH:16]=[CH:15][N:14]=[C:13]([O:19][CH3:20])[C:12]=2[C:11](=[O:21])[NH:10]1, predict the reactants needed to synthesize it. The reactants are: [F:1][C:2]1[CH:7]=[CH:6][CH:5]=[C:4]([F:8])[C:3]=1[NH:9][NH:10][C:11](=[O:21])[C:12]1[C:17](I)=[CH:16][CH:15]=[N:14][C:13]=1[O:19][CH3:20].N1CCC[C@H]1C(O)=O.C(=O)([O-])[O-].[K+].[K+]. (4) Given the product [CH:6]1([CH2:5][C@H:4]([N:12]2[CH2:16][C:15]([O:17][C:18]3[CH:23]=[CH:22][CH:21]=[C:20]([O:24][CH3:25])[CH:19]=3)=[CH:14][C:13]2=[O:26])[C:3]([OH:27])=[O:2])[CH2:11][CH2:10][CH2:9][CH2:8][CH2:7]1, predict the reactants needed to synthesize it. The reactants are: C[O:2][C:3](=[O:27])[C@@H:4]([N:12]1[CH2:16][C:15]([O:17][C:18]2[CH:23]=[CH:22][CH:21]=[C:20]([O:24][CH3:25])[CH:19]=2)=[CH:14][C:13]1=[O:26])[CH2:5][CH:6]1[CH2:11][CH2:10][CH2:9][CH2:8][CH2:7]1.[OH-].[Li+]. (5) Given the product [C:32]([C:30]1[O:29][N:28]=[C:27]([C:25](=[O:26])[CH2:24][O:13][C:12](=[O:14])[C:11]([S:8]([C:5]2[CH:4]=[CH:3][C:2]([Cl:1])=[CH:7][CH:6]=2)(=[O:10])=[O:9])([CH3:16])[CH3:15])[CH:31]=1)([CH3:35])([CH3:33])[CH3:34], predict the reactants needed to synthesize it. The reactants are: [Cl:1][C:2]1[CH:7]=[CH:6][C:5]([S:8]([C:11]([CH3:16])([CH3:15])[C:12]([OH:14])=[O:13])(=[O:10])=[O:9])=[CH:4][CH:3]=1.C(=O)([O-])[O-].[Na+].[Na+].Br[CH2:24][C:25]([C:27]1[CH:31]=[C:30]([C:32]([CH3:35])([CH3:34])[CH3:33])[O:29][N:28]=1)=[O:26].